From a dataset of Reaction yield outcomes from USPTO patents with 853,638 reactions. Predict the reaction yield, written as a fraction of the theoretical maximum amount of product (1.0 means a 100% yield; for example, 0.34 means a 34% yield). (1) The reactants are Cl[C:2]1[C:11]2[C:6](=[CH:7][CH:8]=[C:9]([I:12])[CH:10]=2)[N:5]=[CH:4][N:3]=1.[CH2:13]1[C:22]2[C:17](=[CH:18][CH:19]=[CH:20][CH:21]=2)[CH2:16][CH2:15][NH:14]1.C(N(CC)CC)C.N1C2C(=CC=CC=2)C=NC=1. The catalyst is O1CCOCC1. The product is [CH2:13]1[C:22]2[C:17](=[CH:18][CH:19]=[CH:20][CH:21]=2)[CH2:16][CH2:15][N:14]1[C:2]1[C:11]2[C:6](=[CH:7][CH:8]=[C:9]([I:12])[CH:10]=2)[N:5]=[CH:4][N:3]=1. The yield is 0.900. (2) The reactants are [O:1]=[C:2]1[CH:7]([N:8]2[C:16](=[O:17])[C:15]3[C:10](=[CH:11][CH:12]=[CH:13][C:14]=3[OH:18])[C:9]2=[O:19])[CH2:6][CH2:5][C:4](=[O:20])[NH:3]1.C(=O)([O-])[O-].[K+].[K+].Br[CH2:28][C:29]([O:31][C:32]([CH3:35])([CH3:34])[CH3:33])=[O:30]. The catalyst is CN(C=O)C.CCOC(C)=O. The product is [O:1]=[C:2]1[CH:7]([N:8]2[C:16](=[O:17])[C:15]3[C:10](=[CH:11][CH:12]=[CH:13][C:14]=3[O:18][CH2:28][C:29]([O:31][C:32]([CH3:35])([CH3:34])[CH3:33])=[O:30])[C:9]2=[O:19])[CH2:6][CH2:5][C:4](=[O:20])[NH:3]1. The yield is 0.840. (3) The reactants are [S:1]1[CH:5]=[CH:4][C:3]([N:6]2[C:14]3[C:9](=[CH:10][CH:11]=[CH:12][CH:13]=3)[C:8](=O)[C:7]2=[O:16])=[CH:2]1.[F:17][C:18]([F:27])([F:26])[C:19]1[CH:20]=[C:21]([CH:23]=[CH:24][CH:25]=1)[NH2:22]. No catalyst specified. The product is [S:1]1[CH:5]=[CH:4][C:3]([N:6]2[C:14]3[C:9](=[CH:10][CH:11]=[CH:12][CH:13]=3)[C:8](=[N:22][C:21]3[CH:23]=[CH:24][CH:25]=[C:19]([C:18]([F:17])([F:26])[F:27])[CH:20]=3)[C:7]2=[O:16])=[CH:2]1. The yield is 0.220. (4) The reactants are [CH2:1]([O:8][C:9]1[CH:14]=[CH:13][C:12]([OH:15])=[C:11]([CH:16]([OH:23])[C:17]2[CH:22]=[CH:21][CH:20]=[CH:19][CH:18]=2)[CH:10]=1)[C:2]1[CH:7]=[CH:6][CH:5]=[CH:4][CH:3]=1.C([O-])([O-])=O.[Cs+].[Cs+].Br[C:31]([CH3:38])([CH3:37])[C:32]([O:34][CH2:35][CH3:36])=[O:33]. The catalyst is CN(C=O)C. The product is [CH2:35]([O:34][C:32](=[O:33])[C:31]([O:15][C:12]1[CH:13]=[CH:14][C:9]([O:8][CH2:1][C:2]2[CH:3]=[CH:4][CH:5]=[CH:6][CH:7]=2)=[CH:10][C:11]=1[CH:16]([OH:23])[C:17]1[CH:18]=[CH:19][CH:20]=[CH:21][CH:22]=1)([CH3:38])[CH3:37])[CH3:36]. The yield is 0.650. (5) The reactants are [CH3:1][O:2][C:3](=[O:23])/[C:4](/[C:13]1[CH:18]=[CH:17][C:16]([S:19]([CH3:22])(=[O:21])=[O:20])=[CH:15][CH:14]=1)=[CH:5]/[CH:6]1[CH2:12][CH2:11][CH2:10][CH2:9][CH2:8][CH2:7]1.[BH4-].[Na+]. The catalyst is CO.O.O.O.O.O.O.[Ni](Cl)Cl. The product is [CH3:1][O:2][C:3](=[O:23])[CH:4]([C:13]1[CH:14]=[CH:15][C:16]([S:19]([CH3:22])(=[O:20])=[O:21])=[CH:17][CH:18]=1)[CH2:5][CH:6]1[CH2:7][CH2:8][CH2:9][CH2:10][CH2:11][CH2:12]1. The yield is 0.910.